From a dataset of Catalyst prediction with 721,799 reactions and 888 catalyst types from USPTO. Predict which catalyst facilitates the given reaction. (1) Reactant: [Br:1][C:2]1[CH:7]=[CH:6][C:5]([C:8](=[C:17]2[CH2:23][CH2:22][CH2:21][CH2:20][CH2:19][CH2:18]2)[C:9]2[CH:14]=[CH:13][CH:12]=[C:11]([O:15]C)[CH:10]=2)=[CH:4][CH:3]=1.B(Br)(Br)Br.O. Product: [Br:1][C:2]1[CH:7]=[CH:6][C:5]([C:8](=[C:17]2[CH2:18][CH2:19][CH2:20][CH2:21][CH2:22][CH2:23]2)[C:9]2[CH:10]=[C:11]([OH:15])[CH:12]=[CH:13][CH:14]=2)=[CH:4][CH:3]=1. The catalyst class is: 2. (2) The catalyst class is: 48. Product: [Cl:1][C:2]([Cl:9])([Cl:8])[CH2:3][O:4][C:5](=[O:6])[N:29]([CH3:30])[CH:27]1[CH2:28][C:23]2[C:24]([CH3:32])([CH:19]3[CH:20]([CH2:21][CH:22]=2)[CH:15]2[CH2:14][CH2:13][CH:12]4[CH:11]([CH3:10])[N:34]([CH3:35])[CH2:33][C:16]24[CH2:17][CH2:18]3)[CH2:25][CH2:26]1. Reactant: [Cl:1][C:2]([Cl:9])([Cl:8])[CH2:3][O:4][C:5](Cl)=[O:6].[CH3:10][C@@H:11]1[N:34]([CH3:35])[CH2:33][C@:16]23[CH2:17][CH2:18][C@@H:19]4[C@@:24]5([CH3:32])[CH2:25][CH2:26][C@H:27]([N:29](C)[CH3:30])[CH2:28][C:23]5=[CH:22][CH2:21][C@H:20]4[C@@H:15]2[CH2:14][CH2:13][C@H:12]13. (3) Reactant: [C:1]([O:5][C:6]([NH:8][C:9]1([C:14]([NH:16][CH2:17][C:18]([N:20]2[C:28]3[C:23](=[CH:24][CH:25]=[CH:26][CH:27]=3)[CH2:22][C@H:21]2[C:29](O)=[O:30])=[O:19])=[O:15])[CH2:13][CH2:12][CH2:11][CH2:10]1)=[O:7])([CH3:4])([CH3:3])[CH3:2].[N:32]1[NH:33][N:34]=[N:35][C:36]=1[CH2:37][NH2:38].Cl. Product: [C:1]([O:5][C:6](=[O:7])[NH:8][C:9]1([C:14](=[O:15])[NH:16][CH2:17][C:18](=[O:19])[N:20]2[C:28]3[C:23](=[CH:24][CH:25]=[CH:26][CH:27]=3)[CH2:22][C@H:21]2[C:29](=[O:30])[NH:38][CH2:37][C:36]2[N:32]=[N:33][NH:34][N:35]=2)[CH2:10][CH2:11][CH2:12][CH2:13]1)([CH3:2])([CH3:3])[CH3:4]. The catalyst class is: 3. (4) Reactant: [F:1][C:2]1[CH:16]=[C:15]([F:17])[CH:14]=[CH:13][C:3]=1[C:4]([C:6]1([NH:9][C:10](=[O:12])[CH3:11])[CH2:8][CH2:7]1)=[O:5].[BH4-].[Na+].[Cl-].[NH4+]. Product: [F:1][C:2]1[CH:16]=[C:15]([F:17])[CH:14]=[CH:13][C:3]=1[CH:4]([OH:5])[C:6]1([NH:9][C:10](=[O:12])[CH3:11])[CH2:7][CH2:8]1. The catalyst class is: 162. (5) Reactant: C12(C)C(C)(C)C(CC1)CC2C(Cl)=O.N[CH:15]1[CH2:21][CH2:20][C:19](=[O:22])[NH:18][C:16]1=[O:17].C(OC1C=CC=CC=1C([NH:31]C1CCC(=O)NC1=O)=O)(=O)C. Product: [NH2:31][N:18]1[C:19](=[O:22])[CH2:20][CH2:21][CH2:15][C:16]1=[O:17]. The catalyst class is: 22. (6) Reactant: Br[CH2:2][CH2:3][CH2:4][C:5]1[N:9]([C:10]2[CH:15]=[CH:14][C:13]([C:16]([NH:18][CH2:19][C:20]([F:23])([F:22])[F:21])=[O:17])=[CH:12][CH:11]=2)[N:8]=[N:7][C:6]=1[C:24]([NH:26][CH:27]1[CH2:29][CH2:28]1)=[O:25].O.[F-].C([N+](CCCC)(CCCC)CCCC)CCC. Product: [CH:27]1([NH:26][C:24]([C:6]2[N:7]=[N:8][N:9]([C:10]3[CH:15]=[CH:14][C:13]([C:16]([NH:18][CH2:19][C:20]([F:21])([F:22])[F:23])=[O:17])=[CH:12][CH:11]=3)[C:5]=2/[CH:4]=[CH:3]/[CH3:2])=[O:25])[CH2:29][CH2:28]1. The catalyst class is: 10. (7) Reactant: Br[CH2:2][C:3]1[CH:4]=[C:5]([CH:10]=[C:11]([I:13])[CH:12]=1)[C:6]([O:8][CH3:9])=[O:7].[C:14](=O)([O-])[O-:15].[K+].[K+]. Product: [CH3:14][O:15][CH2:2][C:3]1[CH:4]=[C:5]([CH:10]=[C:11]([I:13])[CH:12]=1)[C:6]([O:8][CH3:9])=[O:7]. The catalyst class is: 24.